Dataset: Reaction yield outcomes from USPTO patents with 853,638 reactions. Task: Predict the reaction yield, written as a fraction of the theoretical maximum amount of product (1.0 means a 100% yield; for example, 0.34 means a 34% yield). (1) The reactants are [Br:1][C:2]1[CH:3]=[C:4]([NH2:9])[C:5]([NH2:8])=[CH:6][CH:7]=1.[C:10](O)([C:12]([F:15])([F:14])[F:13])=O.Cl. The yield is 0.600. The product is [Br:1][C:2]1[CH:7]=[CH:6][C:5]2[NH:8][C:10]([C:12]([F:15])([F:14])[F:13])=[N:9][C:4]=2[CH:3]=1. No catalyst specified. (2) The reactants are [C:1]([C:3]([CH3:10])([CH3:9])[C:4]([O:6][CH2:7][CH3:8])=[O:5])#[N:2]. The catalyst is N.C(O)C.[Rh]. The product is [NH2:2][CH2:1][C:3]([CH3:10])([CH3:9])[C:4]([O:6][CH2:7][CH3:8])=[O:5]. The yield is 1.00. (3) The reactants are [H-].[Na+].[CH2:3]([O:5][C:6](=[O:25])[CH2:7][CH2:8][CH2:9][CH2:10][CH2:11][CH2:12][N:13]1[CH:17]=[CH:16][C:15]([C:18]2[CH:23]=[CH:22][CH:21]=[CH:20][C:19]=2[OH:24])=[N:14]1)[CH3:4].I[CH3:27]. The catalyst is C1COCC1. The product is [CH2:3]([O:5][C:6](=[O:25])[CH2:7][CH2:8][CH2:9][CH2:10][CH2:11][CH2:12][N:13]1[CH:17]=[CH:16][C:15]([C:18]2[CH:23]=[CH:22][CH:21]=[CH:20][C:19]=2[O:24][CH3:27])=[N:14]1)[CH3:4]. The yield is 0.760. (4) The reactants are [C:1]([O:8]CC)(=O)[C:2]([O:4]CC)=O.[CH:11]1[C:20]2[C:15](=[CH:16][CH:17]=[CH:18][CH:19]=2)[CH:14]=[C:13]([NH2:21])[C:12]=1[NH2:22]. The catalyst is FC(F)(F)S([O-])(=O)=O.[Yb+3].FC(F)(F)S([O-])(=O)=O.FC(F)(F)S([O-])(=O)=O.O. The product is [NH:21]1[C:13]2[CH:14]=[C:15]3[CH:16]=[CH:17][CH:18]=[CH:19][C:20]3=[CH:11][C:12]=2[NH:22][C:1](=[O:8])[C:2]1=[O:4]. The yield is 0.990. (5) The reactants are [CH:1]1([C:4]2[CH:9]=[CH:8][C:7]([OH:10])=[CH:6][CH:5]=2)[CH2:3][CH2:2]1.Br[CH:12]1[CH2:16][CH2:15][N:14]([C:17]2[CH:22]=[CH:21][C:20]([O:23][CH2:24][C:25]([CH3:36])([O:27][CH2:28][O:29][CH2:30][CH2:31][Si:32]([CH3:35])([CH3:34])[CH3:33])[CH3:26])=[C:19]([O:37][CH3:38])[CH:18]=2)[C:13]1=[O:39].[OH-].[K+].COC1C=C(C=CC=1OCC(C)(OCOCC[Si](C)(C)C)C)N.CCN(CC)CC.BrC(CCBr)C(Cl)=O. The catalyst is O.ClCCCl. The product is [CH:1]1([C:4]2[CH:9]=[CH:8][C:7]([O:10][CH:12]3[CH2:16][CH2:15][N:14]([C:17]4[CH:22]=[CH:21][C:20]([O:23][CH2:24][C:25]([CH3:26])([O:27][CH2:28][O:29][CH2:30][CH2:31][Si:32]([CH3:34])([CH3:33])[CH3:35])[CH3:36])=[C:19]([O:37][CH3:38])[CH:18]=4)[C:13]3=[O:39])=[CH:6][CH:5]=2)[CH2:3][CH2:2]1. The yield is 0.500.